Task: Predict the reaction yield, written as a fraction of the theoretical maximum amount of product (1.0 means a 100% yield; for example, 0.34 means a 34% yield).. Dataset: Reaction yield outcomes from USPTO patents with 853,638 reactions (1) The reactants are Cl.[NH:2]1[CH2:7][CH2:6][CH2:5][CH2:4][CH2:3]1.CC(C)=O.[C-]#N.[K+].CN(C)[C:17]1([C:22]#[N:23])[CH2:21]CC[CH2:18]1. The catalyst is O. The product is [CH3:18][C:17]([N:2]1[CH2:7][CH2:6][CH2:5][CH2:4][CH2:3]1)([CH3:21])[C:22]#[N:23]. The yield is 0.770. (2) The yield is 0.140. The catalyst is CN(C=O)C. The product is [Cl:46][C:47]1[N:48]=[C:49]([CH:55]2[CH2:56][CH2:57]2)[NH:50][C:51]=1[C:52]([NH:33][CH2:32][C:29]1[CH:30]=[CH:31][C:26]([Cl:25])=[C:27]([O:35][C:36]2[C:45]3[C:40](=[CH:41][CH:42]=[CH:43][CH:44]=3)[CH:39]=[CH:38][CH:37]=2)[C:28]=1[F:34])=[O:53]. The reactants are CN(C(ON1N=NC2C=CC=NC1=2)=[N+](C)C)C.F[P-](F)(F)(F)(F)F.[Cl:25][C:26]1[CH:31]=[CH:30][C:29]([CH2:32][NH2:33])=[C:28]([F:34])[C:27]=1[O:35][C:36]1[C:45]2[C:40](=[CH:41][CH:42]=[CH:43][CH:44]=2)[CH:39]=[CH:38][CH:37]=1.[Cl:46][C:47]1[N:48]=[C:49]([CH:55]2[CH2:57][CH2:56]2)[NH:50][C:51]=1[C:52](O)=[O:53].C(N(C(C)C)CC)(C)C. (3) The reactants are [C:1]([NH2:7])(=[O:6])[CH2:2][CH2:3][CH2:4][CH3:5].[CH2:8]([N:10]([CH2:19][CH3:20])[C:11]1[CH:18]=[CH:17][C:14]([CH:15]=O)=[CH:13][CH:12]=1)[CH3:9]. No catalyst specified. The product is [CH2:8]([N:10]([CH2:19][CH3:20])[C:11]1[CH:18]=[CH:17][C:14]([CH:15]([NH:7][C:1](=[O:6])[CH2:2][CH2:3][CH2:4][CH3:5])[NH:7][C:1](=[O:6])[CH2:2][CH2:3][CH2:4][CH3:5])=[CH:13][CH:12]=1)[CH3:9]. The yield is 0.690. (4) The reactants are [CH3:1][N:2]([S:21]([C:24]1[S:25][CH:26]=[CH:27][N:28]=1)(=[O:23])=[O:22])[C:3]1[CH:4]=[CH:5][CH:6]=[C:7]2[C:11]=1[NH:10][C:9]([C:12]1[S:13][CH:14]([CH2:17][C:18](O)=[O:19])[CH2:15][N:16]=1)=[CH:8]2.Cl.C[N:31](C)CCCN=C=NCC.CN(C)C=O. The catalyst is C(OCC)(=O)C.O. The product is [CH3:1][N:2]([S:21]([C:24]1[S:25][CH:26]=[CH:27][N:28]=1)(=[O:23])=[O:22])[C:3]1[CH:4]=[CH:5][CH:6]=[C:7]2[C:11]=1[NH:10][C:9]([C:12]1[S:13][CH:14]([CH2:17][C:18]([NH2:31])=[O:19])[CH2:15][N:16]=1)=[CH:8]2. The yield is 0.670. (5) The reactants are [N+:1]([C:4]1[CH:9]=[CH:8][C:7]([CH2:10][CH2:11][C:12](=[O:17])[CH2:13][C:14](=[O:16])[CH3:15])=[CH:6][CH:5]=1)([O-])=O.[Si]([CH:22]([OH:29])[CH:23](O)[Si](C)(C)C)(C)(C)C.[Si](OS(C(F)(F)F)(=O)=O)(C)(C)C.[H][H].[CH3:44][CH2:45][O:46]C(C)=O. The catalyst is C(Cl)Cl. The product is [CH3:15][C:14]1([CH2:13][C:12]2([CH2:11][CH2:10][C:7]3[CH:8]=[CH:9][C:4]([NH2:1])=[CH:5][CH:6]=3)[O:17][CH2:23][CH2:22][O:29]2)[O:46][CH2:45][CH2:44][O:16]1. The yield is 1.00. (6) The reactants are [CH:1]1[C:13]2[CH2:12][C:11]3[C:6](=[CH:7][CH:8]=[CH:9][CH:10]=3)[C:5]=2[CH:4]=[CH:3][CH:2]=1.C[C:15]([CH3:18])([O-])[CH3:16].[K+].Br[CH2:21][CH2:22][CH2:23][CH2:24][CH2:25][CH2:26][CH2:27][CH2:28][CH2:29][CH2:30][CH2:31][CH2:32][CH2:33][CH3:34]. The catalyst is CS(C)=O. The product is [CH2:21]([C:12]1([CH2:9][CH2:8][CH2:7][CH2:6][CH2:5][CH2:4][CH2:3][CH2:2][CH2:1][CH2:13][CH2:12][CH2:16][CH2:15][CH3:18])[C:11]2[CH:10]=[CH:9][CH:8]=[CH:7][C:6]=2[C:5]2[C:13]1=[CH:1][CH:2]=[CH:3][CH:4]=2)[CH2:22][CH2:23][CH2:24][CH2:25][CH2:26][CH2:27][CH2:28][CH2:29][CH2:30][CH2:31][CH2:32][CH2:33][CH3:34]. The yield is 0.833.